This data is from Peptide-MHC class I binding affinity with 185,985 pairs from IEDB/IMGT. The task is: Regression. Given a peptide amino acid sequence and an MHC pseudo amino acid sequence, predict their binding affinity value. This is MHC class I binding data. (1) The peptide sequence is YLVTRHADV. The binding affinity (normalized) is 0.295. The MHC is HLA-A02:02 with pseudo-sequence HLA-A02:02. (2) The peptide sequence is SVWPYIGAK. The MHC is HLA-A03:01 with pseudo-sequence HLA-A03:01. The binding affinity (normalized) is 0.695. (3) The peptide sequence is DPIFLLHHA. The MHC is HLA-B53:01 with pseudo-sequence HLA-B53:01. The binding affinity (normalized) is 0.0641. (4) The peptide sequence is EVVMAYVGIK. The MHC is HLA-B07:02 with pseudo-sequence HLA-B07:02. The binding affinity (normalized) is 0.149. (5) The binding affinity (normalized) is 0.632. The peptide sequence is HSSVAGGLW. The MHC is HLA-B57:01 with pseudo-sequence HLA-B57:01. (6) The peptide sequence is SQIFNIISYI. The MHC is HLA-A02:02 with pseudo-sequence HLA-A02:02. The binding affinity (normalized) is 0.619. (7) The peptide sequence is YAREAGIAM. The MHC is HLA-B15:42 with pseudo-sequence HLA-B15:42. The binding affinity (normalized) is 0.213. (8) The peptide sequence is KLFGSLAFV. The MHC is HLA-A68:02 with pseudo-sequence HLA-A68:02. The binding affinity (normalized) is 0.340.